From a dataset of Full USPTO retrosynthesis dataset with 1.9M reactions from patents (1976-2016). Predict the reactants needed to synthesize the given product. (1) The reactants are: C(#N)C.[Si:4]([O:21][C:22]1[C@@H:23]([CH2:46][OH:47])[O:24][C@@H:25]([C:27]2[N:35]3[C:30]([C:31]([NH:36][C@@H:37]4[C:45]5[C:40](=[CH:41][CH:42]=[CH:43][CH:44]=5)[CH2:39][CH2:38]4)=[N:32][CH:33]=[N:34]3)=[CH:29][CH:28]=2)[CH:26]=1)([C:17]([CH3:20])([CH3:19])[CH3:18])([C:11]1[CH:16]=[CH:15][CH:14]=[CH:13][CH:12]=1)[C:5]1[CH:10]=[CH:9][CH:8]=[CH:7][CH:6]=1.[S:48](Cl)(=[O:51])(=[O:50])[NH2:49]. Given the product [S:48](=[O:51])(=[O:50])([O:47][CH2:46][C@@H:23]1[C:22]([O:21][Si:4]([C:17]([CH3:18])([CH3:19])[CH3:20])([C:5]2[CH:10]=[CH:9][CH:8]=[CH:7][CH:6]=2)[C:11]2[CH:12]=[CH:13][CH:14]=[CH:15][CH:16]=2)=[CH:26][C@H:25]([C:27]2[N:35]3[C:30]([C:31]([NH:36][C@@H:37]4[C:45]5[C:40](=[CH:41][CH:42]=[CH:43][CH:44]=5)[CH2:39][CH2:38]4)=[N:32][CH:33]=[N:34]3)=[CH:29][CH:28]=2)[O:24]1)[NH2:49], predict the reactants needed to synthesize it. (2) Given the product [Cl:9][C:4]1[C:3]([F:10])=[C:2]([CH:7]=[CH:6][C:5]=1[O:8][C:22]1[CH:21]=[CH:20][N:19]=[C:18]([Cl:17])[CH:23]=1)[NH2:1], predict the reactants needed to synthesize it. The reactants are: [NH2:1][C:2]1[CH:7]=[CH:6][C:5]([OH:8])=[C:4]([Cl:9])[C:3]=1[F:10].CC([O-])(C)C.[K+].[Cl:17][C:18]1[CH:23]=[C:22](Cl)[CH:21]=[CH:20][N:19]=1.